From a dataset of Forward reaction prediction with 1.9M reactions from USPTO patents (1976-2016). Predict the product of the given reaction. (1) Given the reactants [NH2:1][C:2]1[N:3]=[CH:4][N:5]([C:7]2[N:15]=[C:14]3[C:10]([N:11]=[CH:12][N:13]3[C@@H:16]3[CH2:20][C@H:19]([NH:21][C:22](=[O:25])[CH2:23][OH:24])[C@@H:18]([OH:26])[C@H:17]3[OH:27])=[C:9]([NH:28][CH2:29][CH:30]([C:37]3[CH:42]=[CH:41][CH:40]=[CH:39][CH:38]=3)[C:31]3[CH:36]=[CH:35][CH:34]=[CH:33][CH:32]=3)[N:8]=2)C=1.[N+:43](C1N=CNC=1)([O-])=O, predict the reaction product. The product is: [NH2:1][C:2]1[N:3]=[CH:4][N:5]([C:7]2[N:15]=[C:14]3[C:10]([N:11]=[CH:12][N:13]3[C@@H:16]3[CH2:20][C@H:19]([NH:21][C:22](=[O:25])[CH2:23][OH:24])[C@@H:18]([OH:26])[C@H:17]3[OH:27])=[C:9]([NH:28][CH2:29][CH:30]([C:31]3[CH:36]=[CH:35][CH:34]=[CH:33][CH:32]=3)[C:37]3[CH:38]=[CH:39][CH:40]=[CH:41][CH:42]=3)[N:8]=2)[N:43]=1. (2) Given the reactants [C:1]([C:3]1[CH:4]=[C:5]([N:9]2[C:13](=[O:14])[CH2:12][S:11][C:10]2=[S:15])[CH:6]=[CH:7][CH:8]=1)#[N:2].[CH2:16]([O:18][C:19]1[CH:20]=[C:21]([CH:24]=[CH:25][C:26]=1[OH:27])[CH:22]=O)[CH3:17].C([O-])(=O)C.[NH4+].O, predict the reaction product. The product is: [C:1]([C:3]1[CH:4]=[C:5]([N:9]2[C:13](=[O:14])[C:12](=[CH:22][C:21]3[CH:24]=[CH:25][C:26]([OH:27])=[C:19]([O:18][CH2:16][CH3:17])[CH:20]=3)[S:11][C:10]2=[S:15])[CH:6]=[CH:7][CH:8]=1)#[N:2]. (3) Given the reactants Cl[C:2]1[C:3]2[CH2:16][CH2:15][N:14]([C:17]3[CH:22]=[CH:21][N:20]=[CH:19][CH:18]=3)[C:4]=2[N:5]=[C:6]([N:8]2[CH2:13][CH2:12][O:11][CH2:10][CH2:9]2)[N:7]=1.[C:23]([NH:30][CH2:31][C:32]1[CH:37]=[CH:36][C:35](B(O)O)=[CH:34][CH:33]=1)([O:25][C:26]([CH3:29])([CH3:28])[CH3:27])=[O:24].B(O)O, predict the reaction product. The product is: [C:26]([O:25][C:23]([NH:30][CH2:31][C:32]1[CH:37]=[CH:36][C:35]([C:2]2[C:3]3[CH2:16][CH2:15][N:14]([C:17]4[CH:22]=[CH:21][N:20]=[CH:19][CH:18]=4)[C:4]=3[N:5]=[C:6]([N:8]3[CH2:13][CH2:12][O:11][CH2:10][CH2:9]3)[N:7]=2)=[CH:34][CH:33]=1)=[O:24])([CH3:29])([CH3:27])[CH3:28]. (4) Given the reactants [CH2:1]([N:8]1[C:12]2[CH:13]=[CH:14][C:15](Br)=[CH:16][C:11]=2[CH2:10][S:9]1(=[O:19])=[O:18])[C:2]1[CH:7]=[CH:6][CH:5]=[CH:4][CH:3]=1.CC(C1C=C(C(C)C)C(C2C=CC=CC=2P(C2CCCCC2)C2CCCCC2)=C(C(C)C)C=1)C.Br[Zn][CH2:56][C:57]([O:59][C:60]([CH3:63])([CH3:62])[CH3:61])=[O:58], predict the reaction product. The product is: [CH2:1]([N:8]1[C:12]2[CH:13]=[CH:14][C:15]([CH2:56][C:57]([O:59][C:60]([CH3:63])([CH3:62])[CH3:61])=[O:58])=[CH:16][C:11]=2[CH2:10][S:9]1(=[O:19])=[O:18])[C:2]1[CH:7]=[CH:6][CH:5]=[CH:4][CH:3]=1. (5) Given the reactants [O:1]1[C:5]2[CH:6]=[CH:7][C:8]([S:10]([N:13]([CH2:38][CH:39]([CH3:41])[CH3:40])[CH2:14][C@@H:15]([OH:37])[C@@H:16]([NH:25][C:26](=[O:36])[O:27][C@@H:28]3[C@H:35]4[C@H:31]([O:32][CH2:33][CH2:34]4)[O:30][CH2:29]3)[CH2:17][C:18]3[CH:23]=[CH:22][C:21]([OH:24])=[CH:20][CH:19]=3)(=[O:12])=[O:11])=[CH:9][C:4]=2[O:3][CH2:2]1.[CH:42]([N:45]=[C:46]=[O:47])([CH3:44])[CH3:43].C(N(CC)CC)C.ClCCl, predict the reaction product. The product is: [O:1]1[C:5]2[CH:6]=[CH:7][C:8]([S:10]([N:13]([CH2:38][CH:39]([CH3:41])[CH3:40])[CH2:14][C@@H:15]([OH:37])[C@@H:16]([NH:25][C:26](=[O:36])[O:27][C@@H:28]3[C@H:35]4[C@H:31]([O:32][CH2:33][CH2:34]4)[O:30][CH2:29]3)[CH2:17][C:18]3[CH:23]=[CH:22][C:21]([O:24][C:46]([NH:45][CH:42]([CH3:44])[CH3:43])=[O:47])=[CH:20][CH:19]=3)(=[O:12])=[O:11])=[CH:9][C:4]=2[O:3][CH2:2]1. (6) The product is: [Br:19][C:20]1[CH:21]=[C:22]([C:23]([C:2]2[C:10]3[CH:9]=[N:8][CH:7]=[N:6][C:5]=3[N:4]([CH:11]([CH3:13])[CH3:12])[CH:3]=2)=[O:24])[CH:29]=[CH:30][N:31]=1. Given the reactants I[C:2]1[C:10]2[CH:9]=[N:8][CH:7]=[N:6][C:5]=2[N:4]([CH:11]([CH3:13])[CH3:12])[CH:3]=1.C([Mg]Cl)(C)C.[Br:19][C:20]1[CH:21]=[C:22]([CH:29]=[CH:30][N:31]=1)[C:23](N(OC)C)=[O:24], predict the reaction product.